The task is: Binary classification across 12 toxicity assays.. This data is from Tox21: 12 toxicity assays (nuclear receptors and stress response pathways). The compound is CC(=O)O[C@@H]1C(=O)O[C@H]2[C@@H](OC(C)=O)C(=O)O[C@@H]12. It tested positive (active) for: SR-ARE (Antioxidant Response Element (oxidative stress)).